Predict the product of the given reaction. From a dataset of Forward reaction prediction with 1.9M reactions from USPTO patents (1976-2016). (1) Given the reactants C(O[B:5]1[O:9][C:8]([CH3:11])([CH3:10])[C:7]([CH3:13])([CH3:12])[O:6]1)(C)C.C([Li])CCC.[F:19][C:20]1[CH:21]=[C:22]([C:27]2([OH:32])[CH2:31][CH2:30][CH2:29][CH2:28]2)[CH:23]=[C:24]([F:26])[CH:25]=1, predict the reaction product. The product is: [F:19][C:20]1[CH:21]=[C:22]([C:27]2([OH:32])[CH2:31][CH2:30][CH2:29][CH2:28]2)[CH:23]=[C:24]([F:26])[C:25]=1[B:5]1[O:6][C:7]([CH3:12])([CH3:13])[C:8]([CH3:10])([CH3:11])[O:9]1. (2) The product is: [F:1][C:2]1[CH:3]=[C:4]([N:28]2[CH2:37][C:36]3[C:31](=[CH:32][CH:33]=[CH:34][CH:35]=3)[NH:30][C:29]2=[O:38])[CH:5]=[CH:6][C:7]=1[O:8][C:9]1[CH:14]=[CH:13][N:12]=[C:11]2[NH:15][N:16]=[C:17]([CH3:18])[C:10]=12. Given the reactants [F:1][C:2]1[CH:3]=[C:4]([N:28]2[CH2:37][C:36]3[C:31](=[CH:32][CH:33]=[CH:34][CH:35]=3)[NH:30][C:29]2=[O:38])[CH:5]=[CH:6][C:7]=1[O:8][C:9]1[CH:14]=[CH:13][N:12]=[C:11]2[N:15](CC3C=CC(OC)=CC=3)[N:16]=[C:17]([CH3:18])[C:10]=12.FC(F)(F)C(O)=O, predict the reaction product. (3) The product is: [CH2:20]([O:1][C:2]1[CH:3]=[C:4]([CH:9]=[C:10]([OH:13])[C:11]=1[CH3:12])[C:5]([O:7][CH3:8])=[O:6])[C:21]1[CH:26]=[CH:25][CH:24]=[CH:23][CH:22]=1. Given the reactants [OH:1][C:2]1[CH:3]=[C:4]([CH:9]=[C:10]([OH:13])[C:11]=1[CH3:12])[C:5]([O:7][CH3:8])=[O:6].C(=O)([O-])[O-].[K+].[K+].[CH2:20](Br)[C:21]1[CH:26]=[CH:25][CH:24]=[CH:23][CH:22]=1, predict the reaction product. (4) Given the reactants Cl.O.[C:3]([OH:14])(=[O:13])[C:4]1[CH:12]=[C:10]([OH:11])[C:8]([OH:9])=[C:6]([OH:7])[CH:5]=1, predict the reaction product. The product is: [C:3]([OH:14])(=[O:13])[C:4]1[CH:12]=[C:10]([OH:11])[C:8]([OH:9])=[C:6]([OH:7])[CH:5]=1. (5) Given the reactants [CH2:1]([N:3]1[C:7]2[N:8]=[C:9]([C:18]3[CH:23]=[CH:22][C:21]([NH:24][C:25]([NH:27][C:28]4[CH:36]=[CH:35][C:31]([C:32]([OH:34])=O)=[CH:30][CH:29]=4)=[O:26])=[CH:20][CH:19]=3)[N:10]=[C:11]([N:12]3[CH2:17][CH2:16][O:15][CH2:14][CH2:13]3)[C:6]=2[CH:5]=[CH:4]1)[CH3:2].[O:37]1[CH2:42][CH2:41][N:40]([CH:43]2[CH2:48][CH2:47][NH:46][CH2:45][CH2:44]2)[CH2:39][CH2:38]1, predict the reaction product. The product is: [CH2:1]([N:3]1[C:7]2[N:8]=[C:9]([C:18]3[CH:23]=[CH:22][C:21]([NH:24][C:25]([NH:27][C:28]4[CH:29]=[CH:30][C:31]([C:32]([N:46]5[CH2:47][CH2:48][CH:43]([N:40]6[CH2:41][CH2:42][O:37][CH2:38][CH2:39]6)[CH2:44][CH2:45]5)=[O:34])=[CH:35][CH:36]=4)=[O:26])=[CH:20][CH:19]=3)[N:10]=[C:11]([N:12]3[CH2:13][CH2:14][O:15][CH2:16][CH2:17]3)[C:6]=2[CH:5]=[CH:4]1)[CH3:2]. (6) Given the reactants [CH:1]#[C:2][CH2:3][NH:4][C@H:5]1[C:9]2[CH:10]=[CH:11][CH:12]=[CH:13][C:8]=2[CH2:7][CH2:6]1.[C:14]([OH:19])(=[O:18])[C:15]([OH:17])=[O:16], predict the reaction product. The product is: [CH:1]#[C:2][CH2:3][NH:4][C@H:5]1[C:9]2[CH:10]=[CH:11][CH:12]=[CH:13][C:8]=2[CH2:7][CH2:6]1.[C:14]([O-:19])(=[O:18])[C:15]([O-:17])=[O:16]. (7) Given the reactants Br[C:2]1[CH:3]=[CH:4][C:5]([F:14])=[C:6]([C:8]2[CH:13]=[CH:12][N:11]=[CH:10][N:9]=2)[CH:7]=1.[B:15]1(B2OCC(C)(C)CO2)[O:20]CC(C)(C)C[O:16]1, predict the reaction product. The product is: [F:14][C:5]1[CH:4]=[CH:3][C:2]([B:15]([OH:20])[OH:16])=[CH:7][C:6]=1[C:8]1[CH:13]=[CH:12][N:11]=[CH:10][N:9]=1.